This data is from Full USPTO retrosynthesis dataset with 1.9M reactions from patents (1976-2016). The task is: Predict the reactants needed to synthesize the given product. (1) Given the product [Br:25][C:22]1[CH:23]=[CH:24][C:19]([N:6]2[CH:7]=[C:8]([CH2:9][CH2:10][CH2:11][O:12][CH2:13][O:14][CH3:15])[C:4]([CH:1]([CH3:3])[CH3:2])=[N:5]2)=[N:20][CH:21]=1, predict the reactants needed to synthesize it. The reactants are: [CH:1]([C:4]1[C:8]([CH2:9][CH2:10][CH2:11][O:12][CH2:13][O:14][CH3:15])=[CH:7][NH:6][N:5]=1)([CH3:3])[CH3:2].[H-].[Na+].Br[C:19]1[CH:24]=[CH:23][C:22]([Br:25])=[CH:21][N:20]=1.O. (2) The reactants are: [CH3:1][O:2][C:3]1[CH:8]=[CH:7][C:6]([C:9]2[N:10]=[C:11]([NH2:24])[S:12][C:13]=2[CH2:14][C:15]2[CH:20]=[CH:19][C:18]([N+:21]([O-:23])=[O:22])=[CH:17][CH:16]=2)=[CH:5][CH:4]=1.[F:25][C:26]1[CH:27]=[C:28]([CH:32]=[C:33]([F:35])[CH:34]=1)[C:29](Cl)=[O:30]. Given the product [F:25][C:26]1[CH:27]=[C:28]([CH:32]=[C:33]([F:35])[CH:34]=1)[C:29]([NH:24][C:11]1[S:12][C:13]([CH2:14][C:15]2[CH:20]=[CH:19][C:18]([N+:21]([O-:23])=[O:22])=[CH:17][CH:16]=2)=[C:9]([C:6]2[CH:7]=[CH:8][C:3]([O:2][CH3:1])=[CH:4][CH:5]=2)[N:10]=1)=[O:30], predict the reactants needed to synthesize it. (3) Given the product [O:12]=[C:9]1[CH2:10][C:11]2[C:2]([O:1][C:14]3[CH:22]=[CH:21][C:17]([C:18]([NH2:20])=[O:19])=[CH:16][N:15]=3)=[CH:3][CH:4]=[CH:5][C:6]=2[CH2:7][CH2:8]1, predict the reactants needed to synthesize it. The reactants are: [OH:1][C:2]1[CH:3]=[CH:4][CH:5]=[C:6]2[C:11]=1[CH2:10][C:9](=[O:12])[CH2:8][CH2:7]2.Cl[C:14]1[CH:22]=[CH:21][C:17]([C:18]([NH2:20])=[O:19])=[CH:16][N:15]=1.C([O-])([O-])=O.[K+].[K+]. (4) Given the product [CH3:13][NH:14][C:10]([C:8]1[CH:7]=[CH:6][C:5]2[NH:1][CH:2]=[N:3][C:4]=2[CH:9]=1)=[O:12], predict the reactants needed to synthesize it. The reactants are: [N:1]1[C:5]2[CH:6]=[CH:7][C:8]([C:10]([OH:12])=O)=[CH:9][C:4]=2[NH:3][CH:2]=1.[CH3:13][NH2:14]. (5) The reactants are: [H-].[Na+].[F:3][C:4]1[CH:5]=[C:6]([CH2:11][OH:12])[CH:7]=[CH:8][C:9]=1[F:10].Cl[C:14]1[CH:15]=[C:16]2[N:23](C(OC(C)(C)C)=O)[CH2:22][CH2:21][N:17]2[C:18](=[O:20])[N:19]=1. Given the product [F:3][C:4]1[CH:5]=[C:6]([CH:7]=[CH:8][C:9]=1[F:10])[CH2:11][O:12][C:14]1[CH:15]=[C:16]2[NH:23][CH2:22][CH2:21][N:17]2[C:18](=[O:20])[N:19]=1, predict the reactants needed to synthesize it. (6) Given the product [Cl:13][C:14]1[CH:15]=[CH:16][C:17]([CH3:26])=[C:18]([N:20]2[CH2:21][CH2:22][N:23]([C:10](=[O:12])[C:9]#[C:8][C:5]3[CH:4]=[CH:3][C:2]([F:1])=[CH:7][CH:6]=3)[CH2:24][CH2:25]2)[CH:19]=1, predict the reactants needed to synthesize it. The reactants are: [F:1][C:2]1[CH:7]=[CH:6][C:5]([C:8]#[C:9][C:10]([OH:12])=O)=[CH:4][CH:3]=1.[Cl:13][C:14]1[CH:15]=[CH:16][C:17]([CH3:26])=[C:18]([N:20]2[CH2:25][CH2:24][NH:23][CH2:22][CH2:21]2)[CH:19]=1.CCN(CC)CC.C(P1(=O)OP(CCC)(=O)OP(CCC)(=O)O1)CC. (7) Given the product [C:26]([O:1][CH2:2][CH2:3][O:4][C:5]1[CH:10]=[CH:9][C:8]([C:11](=[O:12])[C:13]2[CH:18]=[CH:17][CH:16]=[CH:15][CH:14]=2)=[CH:7][CH:6]=1)(=[O:31])[C:27]([CH3:30])([CH3:29])[CH3:28], predict the reactants needed to synthesize it. The reactants are: [OH:1][CH2:2][CH2:3][O:4][C:5]1[CH:10]=[CH:9][C:8]([C:11]([C:13]2[CH:18]=[CH:17][CH:16]=[CH:15][CH:14]=2)=[O:12])=[CH:7][CH:6]=1.C(N(CC)CC)C.[C:26](Cl)(=[O:31])[C:27]([CH3:30])([CH3:29])[CH3:28]. (8) Given the product [Br:1][C:2]1[CH:3]=[N:4][C:5]([N:9]2[CH2:14][CH2:13][S:12](=[O:16])(=[O:15])[CH2:11][CH2:10]2)=[N:6][CH:7]=1, predict the reactants needed to synthesize it. The reactants are: [Br:1][C:2]1[CH:3]=[N:4][C:5](Cl)=[N:6][CH:7]=1.[NH:9]1[CH2:14][CH2:13][S:12](=[O:16])(=[O:15])[CH2:11][CH2:10]1.C(N(CC)C(C)C)(C)C.C(OCC)(=O)C. (9) Given the product [NH2:6][C:7]1[N:8]=[CH:9][C:10]([C:26]2[CH:36]=[CH:35][C:29]([C:30]([N:32]([CH3:34])[CH3:33])=[O:31])=[CH:28][CH:27]=2)=[N:11][C:12]=1[C:13]1[O:17][C:16]([C:18]2[S:19][CH:20]=[CH:21][C:22]=2[O:23][CH3:24])=[N:15][N:14]=1, predict the reactants needed to synthesize it. The reactants are: O=P(Cl)(Cl)Cl.[NH2:6][C:7]1[N:8]=[CH:9][C:10]([C:26]2[CH:36]=[CH:35][C:29]([C:30]([N:32]([CH3:34])[CH3:33])=[O:31])=[CH:28][CH:27]=2)=[N:11][C:12]=1[C:13](=O)[NH:14][NH:15][C:16]([C:18]1[S:19][CH:20]=[CH:21][C:22]=1[O:23][CH3:24])=[O:17].